Dataset: Full USPTO retrosynthesis dataset with 1.9M reactions from patents (1976-2016). Task: Predict the reactants needed to synthesize the given product. (1) Given the product [CH3:1][O:2][CH2:3][CH2:4][O:5][C:6]1[CH:7]=[C:8]2[C:12](=[CH:13][CH:14]=1)[N:11]([CH2:18][N:19]([CH3:15])[CH3:20])[CH:10]=[CH:9]2, predict the reactants needed to synthesize it. The reactants are: [CH3:1][O:2][CH2:3][CH2:4][O:5][C:6]1[CH:7]=[C:8]2[C:12](=[CH:13][CH:14]=1)[NH:11][CH:10]=[CH:9]2.[CH2:15]=O.Cl.[CH3:18][NH:19][CH3:20]. (2) The reactants are: [CH3:1][O:2][CH2:3][CH2:4][C:5]([C:12]1[S:13][C:14]2[CH:21]=[C:20]([C:22]([F:25])([F:24])[F:23])[CH:19]=[CH:18][C:15]=2[C:16]=1[CH3:17])=[CH:6][C:7]([O:9][CH2:10][CH3:11])=[O:8]. Given the product [CH3:1][O:2][CH2:3][CH2:4][CH:5]([C:12]1[S:13][C:14]2[CH:21]=[C:20]([C:22]([F:23])([F:25])[F:24])[CH:19]=[CH:18][C:15]=2[C:16]=1[CH3:17])[CH2:6][C:7]([O:9][CH2:10][CH3:11])=[O:8], predict the reactants needed to synthesize it. (3) Given the product [CH3:8][C:3]1[CH:4]=[C:5]([CH3:7])[CH:6]=[C:1]([CH3:14])[C:2]=1[S:9]([O-:12])(=[O:11])=[O:10].[NH2:13][N+:19]1[CH:20]=[CH:21][C:16]([C:15]#[N:22])=[CH:17][CH:18]=1, predict the reactants needed to synthesize it. The reactants are: [C:1]1([CH3:14])[CH:6]=[C:5]([CH3:7])[CH:4]=[C:3]([CH3:8])[C:2]=1[S:9]([O:12][NH2:13])(=[O:11])=[O:10].[C:15](#[N:22])[C:16]1[CH:21]=[CH:20][N:19]=[CH:18][CH:17]=1.C(OCC)C. (4) Given the product [Cl:16][C:17]1[CH:31]=[CH:30][C:20]([C:21]([NH:23][C:24]2([C:27](=[O:28])[NH:11][C@@H:10]3[CH2:9][CH2:8][C:7]4[CH:12]=[CH:13][CH:14]=[CH:15][C:6]=4[N:5]4[CH:1]=[CH:2][N:3]=[C:4]34)[CH2:25][CH2:26]2)=[O:22])=[CH:19][CH:18]=1, predict the reactants needed to synthesize it. The reactants are: [CH:1]1[N:5]2[C:6]3[CH:15]=[CH:14][CH:13]=[CH:12][C:7]=3[CH2:8][CH2:9][C@@H:10]([NH2:11])[C:4]2=[N:3][CH:2]=1.[Cl:16][C:17]1[CH:31]=[CH:30][C:20]([C:21]([NH:23][C:24]2([C:27](O)=[O:28])[CH2:26][CH2:25]2)=[O:22])=[CH:19][CH:18]=1.C(P1(=O)OP(CCC)(=O)OP(CCC)(=O)O1)CC. (5) Given the product [O:23]=[C:22]1[NH:1][CH2:2][CH:3]2[CH2:8][CH2:7][N:6]([C:9]([O:11][C:12]([CH3:13])([CH3:15])[CH3:14])=[O:10])[CH2:5][CH:4]2[O:16]1, predict the reactants needed to synthesize it. The reactants are: [NH2:1][CH2:2][CH:3]1[CH2:8][CH2:7][N:6]([C:9]([O:11][C:12]([CH3:15])([CH3:14])[CH3:13])=[O:10])[CH2:5][CH:4]1[OH:16].C1N=CN([C:22](N2C=NC=C2)=[O:23])C=1.C([O-])([O-])=O.[Na+].[Na+]. (6) Given the product [CH:9]1([C:6]2[C:7]3[O:8][C:31]([C:30]([Cl:36])([Cl:35])[Cl:29])=[N:1][C:2]=3[CH:3]=[C:4]([C:15]3[N:20]=[CH:19][C:18]([CH:21]=[C:22]4[S:26][C:25](=[O:27])[NH:24][C:23]4=[O:28])=[CH:17][CH:16]=3)[CH:5]=2)[CH2:10][CH2:11][CH2:12][CH2:13][CH2:14]1, predict the reactants needed to synthesize it. The reactants are: [NH2:1][C:2]1[CH:3]=[C:4]([C:15]2[N:20]=[CH:19][C:18]([CH:21]=[C:22]3[S:26][C:25](=[O:27])[NH:24][C:23]3=[O:28])=[CH:17][CH:16]=2)[CH:5]=[C:6]([CH:9]2[CH2:14][CH2:13][CH2:12][CH2:11][CH2:10]2)[C:7]=1[OH:8].[Cl:29][C:30]([Cl:36])([Cl:35])[C:31](=N)OC.